This data is from CYP3A4 inhibition data for predicting drug metabolism from PubChem BioAssay. The task is: Regression/Classification. Given a drug SMILES string, predict its absorption, distribution, metabolism, or excretion properties. Task type varies by dataset: regression for continuous measurements (e.g., permeability, clearance, half-life) or binary classification for categorical outcomes (e.g., BBB penetration, CYP inhibition). Dataset: cyp3a4_veith. (1) The result is 0 (non-inhibitor). The drug is c1ccc2sc(SCN(C3CCCCC3)C3CCCCC3)nc2c1. (2) The result is 0 (non-inhibitor). The drug is CCOC(=O)c1c(NC(=O)c2c(C)noc2C)sc2c1CCCCC2. (3) The drug is COc1ccc(OC)c(CNC(=O)CCNC(=O)Cn2ccc3ccccc3c2=O)c1. The result is 0 (non-inhibitor).